This data is from Forward reaction prediction with 1.9M reactions from USPTO patents (1976-2016). The task is: Predict the product of the given reaction. (1) Given the reactants Br[CH2:2][C:3]1[C:12]2[C:7](=[CH:8][CH:9]=[CH:10][CH:11]=2)[C:6]([C:13]([NH:15][C:16]2[C:17]([C:24]([NH:26][CH2:27][CH:28]3[CH2:33][CH2:32][O:31][CH2:30][CH2:29]3)=[O:25])=[N:18][C:19]([O:22][CH3:23])=[CH:20][CH:21]=2)=[O:14])=[CH:5][CH:4]=1.[H-].[Na+].[CH3:36][N:37]1[CH2:42][CH2:41][NH:40][CH2:39][CH2:38]1, predict the reaction product. The product is: [CH3:23][O:22][C:19]1[N:18]=[C:17]([C:24]([NH:26][CH2:27][CH:28]2[CH2:33][CH2:32][O:31][CH2:30][CH2:29]2)=[O:25])[C:16]([NH:15][C:13]([C:6]2[C:7]3[C:12](=[CH:11][CH:10]=[CH:9][CH:8]=3)[C:3]([CH2:2][N:40]3[CH2:41][CH2:42][N:37]([CH3:36])[CH2:38][CH2:39]3)=[CH:4][CH:5]=2)=[O:14])=[CH:21][CH:20]=1. (2) Given the reactants [CH:1]1([S:4]([N:7]2[CH2:10][CH:9]([OH:11])[CH2:8]2)(=[O:6])=[O:5])[CH2:3][CH2:2]1.C(N(CC)CC)C.Cl[Si:20]([CH2:25][CH3:26])([CH2:23][CH3:24])[CH2:21][CH3:22].C(=O)(O)[O-].[Na+], predict the reaction product. The product is: [CH:1]1([S:4]([N:7]2[CH2:8][CH:9]([O:11][Si:20]([CH2:25][CH3:26])([CH2:23][CH3:24])[CH2:21][CH3:22])[CH2:10]2)(=[O:5])=[O:6])[CH2:3][CH2:2]1. (3) Given the reactants [CH2:1]([O:3][CH:4]([C:10](=O)[C:11]([O:13]CC)=O)[C:5]([O:7][CH2:8][CH3:9])=[O:6])[CH3:2].[CH3:17][NH:18][C:19]([NH2:21])=[O:20].C(O)(=O)C, predict the reaction product. The product is: [CH2:1]([O:3][C:4](=[C:10]1[C:11](=[O:13])[N:18]([CH3:17])[C:19](=[O:20])[NH:21]1)[C:5]([O:7][CH2:8][CH3:9])=[O:6])[CH3:2]. (4) The product is: [C:1]1([N:11]2[C:15]([S:16][CH2:17][C:18]([OH:20])=[O:19])=[N:14][N:13]=[N:12]2)[C:10]2[C:5](=[CH:6][CH:7]=[CH:8][CH:9]=2)[CH:4]=[CH:3][CH:2]=1. Given the reactants [C:1]1([N:11]2[C:15]([S:16][CH2:17][C:18]([O:20]CC)=[O:19])=[N:14][N:13]=[N:12]2)[C:10]2[C:5](=[CH:6][CH:7]=[CH:8][CH:9]=2)[CH:4]=[CH:3][CH:2]=1.[OH-].[Na+], predict the reaction product. (5) Given the reactants C([O:8][C:9]1[CH:10]=[C:11]([CH:23]=[CH:24][C:25]=1[N:26]1[CH2:30][C:29](=[O:31])[NH:28][S:27]1(=[O:33])=[O:32])[CH2:12][C:13]1[CH:18]=[CH:17][CH:16]=[CH:15][C:14]=1[CH2:19][C:20](O)=[O:21])C1C=CC=CC=1.[CH3:34][CH:35]1[CH2:40][CH2:39][NH:38][CH2:37][CH2:36]1, predict the reaction product. The product is: [OH:8][C:9]1[CH:10]=[C:11]([CH2:12][C:13]2[CH:18]=[CH:17][CH:16]=[CH:15][C:14]=2[CH2:19][C:20]([N:38]2[CH2:39][CH2:40][CH:35]([CH3:34])[CH2:36][CH2:37]2)=[O:21])[CH:23]=[CH:24][C:25]=1[N:26]1[S:27](=[O:33])(=[O:32])[NH:28][C:29](=[O:31])[CH2:30]1. (6) Given the reactants [C:1]1([C:7]([O:9][CH2:10][CH2:11][O:12][C:13]([O:15]N2C(=O)CCC2=O)=O)=[O:8])[CH:6]=[CH:5][CH:4]=[CH:3][CH:2]=1.[C:23](#[N:25])[CH3:24], predict the reaction product. The product is: [C:7]([O:9][CH2:10][CH2:11][O:12][C:13](=[O:15])[NH:25][CH2:23][CH2:24][C:1]([CH3:6])([CH3:2])[CH2:7][OH:8])(=[O:8])[C:1]1[CH:2]=[CH:3][CH:4]=[CH:5][CH:6]=1. (7) Given the reactants Cl[C:2]1[N:7]=[C:6]([C:8]2[C:9]([C:17]3[CH:18]=[C:19]([NH:23][C:24](=[O:33])[C:25]4[C:30]([F:31])=[CH:29][CH:28]=[CH:27][C:26]=4[F:32])[CH:20]=[CH:21][CH:22]=3)=[N:10][N:11]3[CH:16]=[CH:15][CH:14]=[CH:13][C:12]=23)[CH:5]=[CH:4][N:3]=1.C[N:35]1[CH2:44][CH2:43][C:42]2[C:37](=[CH:38][C:39]([NH2:45])=[CH:40][CH:41]=2)[CH2:36]1, predict the reaction product. The product is: [NH2:35][CH:44]1[CH2:36][C:37]2[C:42](=[CH:41][CH:40]=[C:39]([NH:45][C:2]3[N:7]=[C:6]([C:8]4[C:9]([C:17]5[CH:18]=[C:19]([NH:23][C:24](=[O:33])[C:25]6[C:30]([F:31])=[CH:29][CH:28]=[CH:27][C:26]=6[F:32])[CH:20]=[CH:21][CH:22]=5)=[N:10][N:11]5[CH:16]=[CH:15][CH:14]=[CH:13][C:12]=45)[CH:5]=[CH:4][N:3]=3)[CH:38]=2)[CH2:43]1. (8) The product is: [NH2:24][CH:20]1[CH2:21][C:22]2[CH:23]=[C:14]([O:13][C:11]3[CH:10]=[CH:9][N:8]=[C:7]([NH:6][C:4]([CH:1]4[CH2:2][CH2:3]4)=[O:5])[CH:12]=3)[CH:15]=[CH:16][C:17]=2[CH2:18][CH2:19]1. Given the reactants [CH:1]1([C:4]([NH:6][C:7]2[CH:12]=[C:11]([O:13][C:14]3[CH:23]=[C:22]4[C:17]([CH2:18][CH2:19][CH:20]([NH:24]C(=O)OC(C)(C)C)[CH2:21]4)=[CH:16][CH:15]=3)[CH:10]=[CH:9][N:8]=2)=[O:5])[CH2:3][CH2:2]1.Cl, predict the reaction product. (9) The product is: [NH2:43][C:37]1[C:36]2=[C:35]([C:47]3[CH:48]=[CH:49][C:50]([N+:53]([O-:55])=[O:54])=[CH:51][CH:52]=3)[C:34]([C:32]#[N:33])=[CH:42][N:41]2[N:40]=[CH:39][N:38]=1. Given the reactants NC1C2=C(C3C=CC([N+]([O-])=O)=CC=3)C(C=O)=CN2N=CN=1.Cl.NO.C(OC(=O)C)(=O)C.[C:32]([C:34]1[C:35]([C:47]2[CH:52]=[CH:51][C:50]([N+:53]([O-:55])=[O:54])=[CH:49][CH:48]=2)=[C:36]2[N:41]([CH:42]=1)[N:40]=[CH:39][N:38]=[C:37]2[NH:43]C(=O)C)#[N:33], predict the reaction product. (10) The product is: [CH3:1][O:2][C:3]1[CH:21]=[CH:20][C:6]([CH2:7][O:8][C:9]2[CH:19]=[CH:18][C:12]([C:13]([NH:23][NH2:24])=[O:14])=[CH:11][CH:10]=2)=[CH:5][CH:4]=1. Given the reactants [CH3:1][O:2][C:3]1[CH:21]=[CH:20][C:6]([CH2:7][O:8][C:9]2[CH:19]=[CH:18][C:12]([C:13](OCC)=[O:14])=[CH:11][CH:10]=2)=[CH:5][CH:4]=1.O.[NH2:23][NH2:24], predict the reaction product.